The task is: Predict the reactants needed to synthesize the given product.. This data is from Full USPTO retrosynthesis dataset with 1.9M reactions from patents (1976-2016). (1) Given the product [C:21]1([NH:27][C:28]2[N:32]([C:1]([C:14]3[CH:19]=[CH:18][CH:17]=[CH:16][CH:15]=3)([C:8]3[CH:13]=[CH:12][CH:11]=[CH:10][CH:9]=3)[C:2]3[CH:7]=[CH:6][CH:5]=[CH:4][CH:3]=3)[CH:31]=[CH:30][N:29]=2)[CH:22]=[CH:23][CH:24]=[CH:25][CH:26]=1, predict the reactants needed to synthesize it. The reactants are: [C:1](Cl)([C:14]1[CH:19]=[CH:18][CH:17]=[CH:16][CH:15]=1)([C:8]1[CH:13]=[CH:12][CH:11]=[CH:10][CH:9]=1)[C:2]1[CH:7]=[CH:6][CH:5]=[CH:4][CH:3]=1.[C:21]1([NH:27][C:28]2[NH:29][CH:30]=[CH:31][N:32]=2)[CH:26]=[CH:25][CH:24]=[CH:23][CH:22]=1.C(N(CC)CC)C. (2) Given the product [CH:40]1([C:3]2[N:2]([CH3:1])[C:7](=[O:8])[C:6]3[C:9]([C:30]4[CH:35]=[CH:34][CH:33]=[CH:32][CH:31]=4)=[C:10]([C:12]4[CH:17]=[CH:16][C:15]([C:18]5([NH:22][C:23](=[O:29])[O:24][C:25]([CH3:28])([CH3:27])[CH3:26])[CH2:19][CH2:20][CH2:21]5)=[CH:14][CH:13]=4)[O:11][C:5]=3[N:4]=2)[CH2:42][CH2:41]1, predict the reactants needed to synthesize it. The reactants are: [CH3:1][N:2]1[C:7](=[O:8])[C:6]2[C:9]([C:30]3[CH:35]=[CH:34][CH:33]=[CH:32][CH:31]=3)=[C:10]([C:12]3[CH:17]=[CH:16][C:15]([C:18]4([NH:22][C:23](=[O:29])[O:24][C:25]([CH3:28])([CH3:27])[CH3:26])[CH2:21][CH2:20][CH2:19]4)=[CH:14][CH:13]=3)[O:11][C:5]=2[N:4]=[C:3]1S(C)(=O)=O.[CH:40]1([Mg]Cl)[CH2:42][CH2:41]1.